From a dataset of Reaction yield outcomes from USPTO patents with 853,638 reactions. Predict the reaction yield, written as a fraction of the theoretical maximum amount of product (1.0 means a 100% yield; for example, 0.34 means a 34% yield). (1) The reactants are [CH3:1][C:2]1[NH:3][CH:4]=[C:5]([C:7]([OH:9])=O)[N:6]=1.[NH2:10][C@@H:11]([CH3:28])[CH2:12][N:13]1[CH2:17][CH2:16][C:15]([C:18]2[CH:25]=[C:24]([F:26])[C:21]([C:22]#[N:23])=[C:20]([Cl:27])[CH:19]=2)=[N:14]1. No catalyst specified. The product is [Cl:27][C:20]1[CH:19]=[C:18]([C:15]2[CH:16]=[CH:17][N:13]([CH2:12][C@@H:11]([NH:10][C:7]([C:5]3[N:6]=[C:2]([CH3:1])[NH:3][CH:4]=3)=[O:9])[CH3:28])[N:14]=2)[CH:25]=[C:24]([F:26])[C:21]=1[C:22]#[N:23]. The yield is 0.102. (2) The reactants are [C:1]([C:3]1[CH:28]=[CH:27][C:6]([O:7][CH2:8][CH2:9][CH2:10][O:11][C:12]2[CH:13]=[C:14]3[C:18](=[CH:19][CH:20]=2)[C@H:17]([CH2:21][C:22]([O:24][CH2:25][CH3:26])=[O:23])[CH2:16][CH2:15]3)=[C:5]([O:29][CH3:30])[CH:4]=1)#[N:2].[SH2:31].C(NCC)C. The catalyst is CN(C=O)C. The product is [NH2:2][C:1]([C:3]1[CH:28]=[CH:27][C:6]([O:7][CH2:8][CH2:9][CH2:10][O:11][C:12]2[CH:13]=[C:14]3[C:18](=[CH:19][CH:20]=2)[C@H:17]([CH2:21][C:22]([O:24][CH2:25][CH3:26])=[O:23])[CH2:16][CH2:15]3)=[C:5]([O:29][CH3:30])[CH:4]=1)=[S:31]. The yield is 0.810. (3) The reactants are [CH2:1]([C@@H:8]1[NH:13][C:12](=O)[CH2:11][NH:10][C:9]1=O)[C:2]1[CH:7]=[CH:6][CH:5]=[CH:4][CH:3]=1.B.O1CCCC1. The catalyst is O1CCCC1. The product is [CH2:1]([C@H:8]1[CH2:9][NH:10][CH2:11][CH2:12][NH:13]1)[C:2]1[CH:7]=[CH:6][CH:5]=[CH:4][CH:3]=1. The yield is 0.403. (4) The reactants are Br[C:2]1[CH:10]=[CH:9][C:5]2[O:6][CH2:7][O:8][C:4]=2[CH:3]=1.[CH2:11]1[C:20]2[C:15](=[CH:16][CH:17]=[CH:18][CH:19]=2)[CH2:14][CH2:13][N:12]1[CH2:21][CH:22]([OH:40])[CH2:23][O:24][C:25]1[CH:30]=[CH:29][CH:28]=[C:27](B2OC(C)(C)C(C)(C)O2)[CH:26]=1.C([O-])([O-])=O.[K+].[K+]. The catalyst is O1CCOCC1.O.C1C=CC(P(C2C=CC=CC=2)[C-]2C=CC=C2)=CC=1.C1C=CC(P(C2C=CC=CC=2)[C-]2C=CC=C2)=CC=1.Cl[Pd]Cl.[Fe+2]. The product is [O:6]1[C:5]2[CH:9]=[CH:10][C:2]([C:27]3[CH:26]=[C:25]([CH:30]=[CH:29][CH:28]=3)[O:24][CH2:23][CH:22]([OH:40])[CH2:21][N:12]3[CH2:13][CH2:14][C:15]4[C:20](=[CH:19][CH:18]=[CH:17][CH:16]=4)[CH2:11]3)=[CH:3][C:4]=2[O:8][CH2:7]1. The yield is 0.737. (5) The reactants are [CH2:1]([NH:4][C@H:5]1[C:13]2[C:8](=[CH:9][CH:10]=[C:11]([O:14][C:15](=[O:20])[N:16]([CH2:18][CH3:19])[CH3:17])[CH:12]=2)[CH2:7][CH2:6]1)[C:2]#[CH:3].[C:21]([OH:30])(=[O:29])[C@@H:22]([C@H:24]([C:26]([OH:28])=[O:27])[OH:25])[OH:23]. The catalyst is C(O)C. The product is [CH3:19][CH2:18][N:16]([C:15]([O:14][C:11]1[CH:10]=[CH:9][C:8]2[CH2:7][CH2:6][C@@H:5]([NH:4][CH2:1][C:2]#[CH:3])[C:13]=2[CH:12]=1)=[O:20])[CH3:17].[CH3:19][CH2:18][N:16]([C:15]([O:14][C:11]1[CH:10]=[CH:9][C:8]2[CH2:7][CH2:6][C@@H:5]([NH:4][CH2:1][C:2]#[CH:3])[C:13]=2[CH:12]=1)=[O:20])[CH3:17].[CH:22]([OH:23])([C:21]([OH:30])=[O:29])[CH:24]([OH:25])[C:26]([OH:28])=[O:27]. The yield is 0.870. (6) The reactants are [C:1]([NH:24][CH2:25][CH2:26][C:27]([NH:29][C:30]1[S:31][C:32]2[CH2:38][C@H:37]([N:39]([CH2:47][CH2:48][CH3:49])C(=O)OC(C)(C)C)[CH2:36][CH2:35][C:33]=2[N:34]=1)=[O:28])(=[O:23])[CH2:2][CH2:3]/[CH:4]=[CH:5]\[CH2:6]/[CH:7]=[CH:8]\[CH2:9]/[CH:10]=[CH:11]\[CH2:12]/[CH:13]=[CH:14]\[CH2:15]/[CH:16]=[CH:17]\[CH2:18]/[CH:19]=[CH:20]\[CH2:21][CH3:22]. The catalyst is Cl.CCOC(C)=O. The product is [O:28]=[C:27]([NH:29][C:30]1[S:31][C:32]2[CH2:38][C@H:37]([NH:39][CH2:47][CH2:48][CH3:49])[CH2:36][CH2:35][C:33]=2[N:34]=1)[CH2:26][CH2:25][NH:24][C:1](=[O:23])[CH2:2][CH2:3]/[CH:4]=[CH:5]\[CH2:6]/[CH:7]=[CH:8]\[CH2:9]/[CH:10]=[CH:11]\[CH2:12]/[CH:13]=[CH:14]\[CH2:15]/[CH:16]=[CH:17]\[CH2:18]/[CH:19]=[CH:20]\[CH2:21][CH3:22]. The yield is 0.700. (7) The reactants are [Cl:1][C:2]1(C2C=CC=C(C(=O)NC)C=2)[CH:7]=[CH:6][C:5]([N:8]([C:12]2[CH:17]=[CH:16][CH:15]=[CH:14][C:13]=2[C:18]([F:21])([F:20])[F:19])[C:9](=[O:11])[NH2:10])=[C:4](NC(O)=O)[CH2:3]1.[CH3:36][NH:37][C:38]([C:40]1[CH:41]=[C:42]([CH:44]=[CH:45][CH:46]=1)[NH2:43])=[O:39].C1C=CC2N(O)N=NC=2C=1.O.CN1CC[O:62][CH2:61]C1.CCN=C=NCCCN(C)C.Cl. The catalyst is CN(C=O)C.O. The product is [Cl:1][C:2]1([C:61](=[O:62])[NH:43][C:42]2[CH:44]=[CH:45][CH:46]=[C:40]([C:38](=[O:39])[NH:37][CH3:36])[CH:41]=2)[CH:7]=[CH:6][C:5]([N:8]([C:12]2[CH:17]=[CH:16][CH:15]=[CH:14][C:13]=2[C:18]([F:19])([F:21])[F:20])[C:9](=[O:11])[NH2:10])=[CH:4][CH2:3]1. The yield is 0.410.